Dataset: Full USPTO retrosynthesis dataset with 1.9M reactions from patents (1976-2016). Task: Predict the reactants needed to synthesize the given product. (1) The reactants are: [Cl:1][C:2]1[CH:7]=[CH:6][CH:5]=[CH:4][C:3]=1[CH2:8][O:9][C:10]1[C:15]([O:16][CH2:17][C:18]2[CH:23]=[CH:22][CH:21]=[CH:20][C:19]=2[Cl:24])=[CH:14][CH:13]=[CH:12][C:11]=1[CH:25](O)[C:26]([OH:28])=[O:27].[S:30](Cl)(Cl)=O.CN(C=O)C.S1C=CC=C1CC(O)=O.CC(C)([O-])C.[K+]. Given the product [Cl:1][C:2]1[CH:7]=[CH:6][CH:5]=[CH:4][C:3]=1[CH2:8][O:9][C:10]1[C:15]([O:16][CH2:17][C:18]2[CH:23]=[CH:22][CH:21]=[CH:20][C:19]=2[Cl:24])=[CH:14][CH:13]=[CH:12][C:11]=1[CH:25]([SH:30])[C:26]([OH:28])=[O:27], predict the reactants needed to synthesize it. (2) Given the product [OH:34][CH2:33][C:30]1[S:31][C:32]2[C:24]([C:10]3[CH:9]=[C:8]([NH:7][C:5](=[O:6])[CH2:4][CH2:3][O:2][CH3:1])[CH:13]=[CH:12][CH:11]=3)=[CH:25][CH:26]=[CH:27][C:28]=2[CH:29]=1, predict the reactants needed to synthesize it. The reactants are: [CH3:1][O:2][CH2:3][CH2:4][C:5]([NH:7][C:8]1[CH:13]=[CH:12][CH:11]=[C:10](B2OC(C)(C)C(C)(C)O2)[CH:9]=1)=[O:6].Br[C:24]1[C:32]2[S:31][C:30]([CH2:33][OH:34])=[CH:29][C:28]=2[CH:27]=[CH:26][CH:25]=1. (3) Given the product [N:1]1[CH:6]=[CH:5][CH:4]=[CH:3][C:2]=1[CH:7]1[CH2:20][CH2:19][CH2:18][N:21]1[CH3:22], predict the reactants needed to synthesize it. The reactants are: [N:1]1[CH:6]=[CH:5][CH:4]=[CH:3][C:2]=1[C:7]1[CH:20]=[CH:19][C:18]2OC3C(=CC=CC=3)NC=2C=1.[NH2:21][CH2:22]CC1CCCN1C.[Cl-].[Al+3].[Cl-].[Cl-].CO.